This data is from Forward reaction prediction with 1.9M reactions from USPTO patents (1976-2016). The task is: Predict the product of the given reaction. (1) Given the reactants [CH:1]([C:3]1[CH:4]=[CH:5][C:6]2[O:10][CH2:9][CH2:8][C:7]=2[CH:11]=1)=O.[CH3:12][C:13]1[CH:21]=[CH:20][CH:19]=[C:18]2[C:14]=1[CH2:15][C:16](=[O:22])[NH:17]2, predict the reaction product. The product is: [O:10]1[C:6]2[CH:5]=[CH:4][C:3]([CH:1]=[C:15]3[C:14]4[C:18](=[CH:19][CH:20]=[CH:21][C:13]=4[CH3:12])[NH:17][C:16]3=[O:22])=[CH:11][C:7]=2[CH2:8][CH2:9]1. (2) Given the reactants [N+:1]([C:4]1[CH:9]=[CH:8][CH:7]=[CH:6][C:5]=1[NH:10][CH2:11][C:12]([NH:14][CH3:15])=[O:13])([O-])=O, predict the reaction product. The product is: [NH2:1][C:4]1[CH:9]=[CH:8][CH:7]=[CH:6][C:5]=1[NH:10][CH2:11][C:12]([NH:14][CH3:15])=[O:13].